From a dataset of Forward reaction prediction with 1.9M reactions from USPTO patents (1976-2016). Predict the product of the given reaction. (1) Given the reactants [SH:1][CH2:2][CH2:3][OH:4].C(=O)([O-])[O-].[Na+].[Na+].Br.[CH2:12]([N:14]([CH2:18][CH3:19])[CH2:15][CH2:16]Br)[CH3:13], predict the reaction product. The product is: [CH2:12]([N:14]([CH2:18][CH3:19])[CH2:15][CH2:16][S:1][CH2:2][CH2:3][OH:4])[CH3:13]. (2) Given the reactants C(O)(C(F)(F)F)=O.C(OC(=O)[NH:14][C@@H:15]1[CH2:20][CH2:19][N:18]([C:21]2[CH:26]=[C:25]([C:27]#[N:28])[CH:24]=[C:23]([NH:29][C:30]3[N:35]=[C:34]([N:36]([CH:46]4[CH2:48][CH2:47]4)[CH2:37][C:38]4[CH:43]=[CH:42][C:41]([O:44][CH3:45])=[CH:40][CH:39]=4)[C:33]4=[N:49][CH:50]=[C:51]([C:52]#[N:53])[N:32]4[N:31]=3)[C:22]=2[Cl:54])[CH2:17][C@H:16]1[O:55][Si:56]([C:59]([CH3:62])([CH3:61])[CH3:60])([CH3:58])[CH3:57])(C)(C)C.C1(OC)C=CC=CC=1, predict the reaction product. The product is: [NH2:14][C@@H:15]1[CH2:20][CH2:19][N:18]([C:21]2[C:22]([Cl:54])=[C:23]([NH:29][C:30]3[N:35]=[C:34]([N:36]([CH:46]4[CH2:47][CH2:48]4)[CH2:37][C:38]4[CH:39]=[CH:40][C:41]([O:44][CH3:45])=[CH:42][CH:43]=4)[C:33]4=[N:49][CH:50]=[C:51]([C:52]#[N:53])[N:32]4[N:31]=3)[CH:24]=[C:25]([C:27]#[N:28])[CH:26]=2)[CH2:17][C@H:16]1[O:55][Si:56]([C:59]([CH3:62])([CH3:61])[CH3:60])([CH3:58])[CH3:57].[NH2:14][C@@H:15]1[CH2:20][CH2:19][N:18]([C:21]2[C:22]([Cl:54])=[C:23]([NH:29][C:30]3[N:35]=[C:34]([NH:36][CH:46]4[CH2:47][CH2:48]4)[C:33]4=[N:49][CH:50]=[C:51]([C:52]#[N:53])[N:32]4[N:31]=3)[CH:24]=[C:25]([C:27]#[N:28])[CH:26]=2)[CH2:17][C@H:16]1[O:55][Si:56]([C:59]([CH3:62])([CH3:61])[CH3:60])([CH3:57])[CH3:58]. (3) Given the reactants Cl[S:2]([CH2:5][CH2:6][CH2:7][NH:8][C:9](=[O:11])[CH3:10])(=[O:4])=[O:3].[CH3:12][C:13]([CH3:19])([CH2:16][CH:17]=[CH2:18])[CH2:14][OH:15].C(N(CC)CC)C, predict the reaction product. The product is: [C:9]([NH:8][CH2:7][CH2:6][CH2:5][S:2]([O:15][CH2:14][C:13]([CH3:19])([CH3:12])[CH2:16][CH:17]=[CH2:18])(=[O:4])=[O:3])(=[O:11])[CH3:10]. (4) Given the reactants Br[C:2]1[CH:3]=[C:4]([CH2:8][O:9][C:10]2[CH:15]=[CH:14][C:13]([CH2:16][CH2:17][C:18]([O:20][CH3:21])=[O:19])=[CH:12][CH:11]=2)[CH:5]=[CH:6][CH:7]=1.[NH:22]1[CH:26]=[CH:25][CH:24]=[CH:23]1.C(P(C(C)(C)C)C(C)(C)C)(C)(C)C.C(=O)([O-])[O-].[Cs+].[Cs+], predict the reaction product. The product is: [N:22]1([C:2]2[CH:3]=[C:4]([CH2:8][O:9][C:10]3[CH:15]=[CH:14][C:13]([CH2:16][CH2:17][C:18]([O:20][CH3:21])=[O:19])=[CH:12][CH:11]=3)[CH:5]=[CH:6][CH:7]=2)[CH:26]=[CH:25][CH:24]=[CH:23]1. (5) Given the reactants [C:1]([O:5][C:6]([N:8]1[CH2:12][CH2:11][C@H:10]([NH2:13])[CH2:9]1)=[O:7])([CH3:4])([CH3:3])[CH3:2].Br[C:15]1[CH:20]=[CH:19][C:18]([F:21])=[C:17]([Cl:22])[CH:16]=1.C1C=CC(P(C2C(C3C(P(C4C=CC=CC=4)C4C=CC=CC=4)=CC=C4C=3C=CC=C4)=C3C(C=CC=C3)=CC=2)C2C=CC=CC=2)=CC=1.CC(C)([O-])C.[Na+], predict the reaction product. The product is: [C:1]([O:5][C:6]([N:8]1[CH2:12][CH2:11][C@H:10]([NH:13][C:15]2[CH:20]=[CH:19][C:18]([F:21])=[C:17]([Cl:22])[CH:16]=2)[CH2:9]1)=[O:7])([CH3:4])([CH3:2])[CH3:3]. (6) Given the reactants [Cl:1][C:2]1[CH:3]2[CH:11]=[N:10][NH:9][CH:4]2[N:5]=[C:6]([Cl:8])[N:7]=1.O[CH2:13][C:14]([O:16][CH2:17][CH3:18])=[O:15], predict the reaction product. The product is: [Cl:1][C:2]1[CH:3]2[CH:11]=[N:10][N:9]([CH2:13][C:14]([O:16][CH2:17][CH3:18])=[O:15])[CH:4]2[N:5]=[C:6]([Cl:8])[N:7]=1.